From a dataset of Reaction yield outcomes from USPTO patents with 853,638 reactions. Predict the reaction yield, written as a fraction of the theoretical maximum amount of product (1.0 means a 100% yield; for example, 0.34 means a 34% yield). The reactants are [F:1][C:2]([F:7])([F:6])[C:3]([OH:5])=[O:4].FC(F)(F)C(O)=O.[Cl:15][C:16]1[CH:17]=[N:18][C:19]2[NH:20][C:21]3[CH:22]=[CH:23][CH:24]=[C:25]([CH:38]=3)[CH2:26][CH2:27][C:28]3[CH:36]=[C:32]([NH:33][C:34]=1[N:35]=2)[CH:31]=[C:30]([NH2:37])[CH:29]=3.[CH:39]1([C:43](Cl)=[O:44])[CH2:42][CH2:41][CH2:40]1. No catalyst specified. The product is [F:1][C:2]([F:7])([F:6])[C:3]([OH:5])=[O:4].[Cl:15][C:16]1[CH:17]=[N:18][C:19]2[NH:20][C:21]3[CH:22]=[CH:23][CH:24]=[C:25]([CH:38]=3)[CH2:26][CH2:27][C:28]3[CH:36]=[C:32]([NH:33][C:34]=1[N:35]=2)[CH:31]=[C:30]([NH:37][C:43]([CH:39]1[CH2:42][CH2:41][CH2:40]1)=[O:44])[CH:29]=3. The yield is 0.510.